This data is from Catalyst prediction with 721,799 reactions and 888 catalyst types from USPTO. The task is: Predict which catalyst facilitates the given reaction. (1) Reactant: C1(C(=[N:14][C:15]([CH3:21])([CH2:18][CH2:19][F:20])[C:16]#[N:17])C2C=CC=CC=2)C=CC=CC=1.[ClH:22]. Product: [ClH:22].[NH2:14][C:15]([CH3:21])([CH2:18][CH2:19][F:20])[C:16]#[N:17]. The catalyst class is: 30. (2) Reactant: [ClH:1].[CH2:2]([C:6]1([N:23]([CH3:25])[CH3:24])[CH2:11][CH2:10][N:9]([CH2:12][CH2:13][N:14](C)[C:15](=O)OC(C)(C)C)[CH2:8][CH2:7]1)[CH2:3][CH2:4][CH3:5].CO.C(Cl)(Cl)[Cl:29]. Product: [ClH:29].[ClH:1].[ClH:29].[CH2:2]([C:6]1([N:23]([CH3:24])[CH3:25])[CH2:7][CH2:8][N:9]([CH2:12][CH2:13][NH:14][CH3:15])[CH2:10][CH2:11]1)[CH2:3][CH2:4][CH3:5]. The catalyst class is: 22. (3) Reactant: [Br:1][C:2]1[CH:10]=[C:9]([O:11][CH3:12])[CH:8]=[C:7]2[C:3]=1[CH:4]=[N:5][NH:6]2.[O:13]1[CH:18]=[CH:17][CH2:16][CH2:15][CH2:14]1. Product: [Br:1][C:2]1[CH:10]=[C:9]([O:11][CH3:12])[CH:8]=[C:7]2[C:3]=1[CH:4]=[N:5][N:6]2[CH:14]1[CH2:15][CH2:16][CH2:17][CH2:18][O:13]1. The catalyst class is: 1.